This data is from Forward reaction prediction with 1.9M reactions from USPTO patents (1976-2016). The task is: Predict the product of the given reaction. (1) Given the reactants CS(Cl)(=O)=O.[CH2:6]([N:8]([CH2:13][CH3:14])[CH2:9][CH2:10][CH2:11][OH:12])[CH3:7].[Cl:15][C:16]1[CH:21]=[CH:20][C:19](O)=[CH:18][C:17]=1[N+:23]([O-:25])=[O:24].C([O-])([O-])=O.[K+].[K+], predict the reaction product. The product is: [Cl:15][C:16]1[CH:21]=[CH:20][C:19]([O:12][CH2:11][CH2:10][CH2:9][N:8]([CH2:13][CH3:14])[CH2:6][CH3:7])=[CH:18][C:17]=1[N+:23]([O-:25])=[O:24]. (2) Given the reactants [Cl:1][C:2]1[C:10]([F:11])=[CH:9][C:5]([C:6]([OH:8])=O)=[C:4]([NH:12][CH:13]2[CH2:15][CH2:14]2)[CH:3]=1.C(N1C=CN=C1)(N1C=CN=C1)=O.Cl.[CH2:29]([O:36][NH2:37])[C:30]1[CH:35]=[CH:34][CH:33]=[CH:32][CH:31]=1.C(N(CC)CC)C, predict the reaction product. The product is: [CH2:29]([O:36][NH:37][C:6](=[O:8])[C:5]1[CH:9]=[C:10]([F:11])[C:2]([Cl:1])=[CH:3][C:4]=1[NH:12][CH:13]1[CH2:15][CH2:14]1)[C:30]1[CH:35]=[CH:34][CH:33]=[CH:32][CH:31]=1. (3) Given the reactants Br[C:2]1[CH:3]=[C:4]([CH:8]([N:16]([CH3:33])[C:17](=[O:32])[CH2:18][N:19]2[C:24]3[CH:25]=[C:26]([Cl:30])[C:27]([Cl:29])=[CH:28][C:23]=3[O:22][CH2:21][C:20]2=[O:31])[CH2:9][N:10]2[CH2:15][CH2:14][O:13][CH2:12][CH2:11]2)[CH:5]=[CH:6][CH:7]=1.[N:34]1([C:40]([C:42]2[CH:43]=[C:44](B(O)O)[CH:45]=[CH:46][CH:47]=2)=[O:41])[CH2:39][CH2:38][CH2:37][CH2:36][CH2:35]1.C([O-])([O-])=O.[Na+].[Na+], predict the reaction product. The product is: [NH4+:10].[OH-:13].[Cl:30][C:26]1[C:27]([Cl:29])=[CH:28][C:23]2[O:22][CH2:21][C:20](=[O:31])[N:19]([CH2:18][C:17]([N:16]([CH3:33])[CH:8]([C:4]3[CH:3]=[C:2]([C:46]4[CH:45]=[CH:44][CH:43]=[C:42]([C:40]([N:34]5[CH2:35][CH2:36][CH2:37][CH2:38][CH2:39]5)=[O:41])[CH:47]=4)[CH:7]=[CH:6][CH:5]=3)[CH2:9][N:10]3[CH2:15][CH2:14][O:13][CH2:12][CH2:11]3)=[O:32])[C:24]=2[CH:25]=1. (4) Given the reactants [CH2:1]([O:3][C:4](=[O:32])[CH:5]([C:10]1[CH:11]=[C:12]([C:22]2[CH:27]=[CH:26][C:25]([C:28]([F:31])([F:30])[F:29])=[CH:24][CH:23]=2)[CH:13]=[C:14]([CH:16]2[CH2:21][CH2:20][CH2:19][NH:18][CH2:17]2)[CH:15]=1)[CH2:6][CH:7]([CH3:9])[CH3:8])[CH3:2].Br[CH2:34][C:35]1[CH:40]=[CH:39][C:38]([O:41][CH3:42])=[C:37]([C:43]([F:46])([F:45])[F:44])[CH:36]=1.C(N(C(C)C)CC)(C)C, predict the reaction product. The product is: [CH2:1]([O:3][C:4](=[O:32])[CH:5]([C:10]1[CH:11]=[C:12]([C:22]2[CH:23]=[CH:24][C:25]([C:28]([F:29])([F:30])[F:31])=[CH:26][CH:27]=2)[CH:13]=[C:14]([CH:16]2[CH2:21][CH2:20][CH2:19][N:18]([CH2:34][C:35]3[CH:40]=[CH:39][C:38]([O:41][CH3:42])=[C:37]([C:43]([F:44])([F:45])[F:46])[CH:36]=3)[CH2:17]2)[CH:15]=1)[CH2:6][CH:7]([CH3:9])[CH3:8])[CH3:2]. (5) Given the reactants [C:1]([O:5][C:6](=[O:30])[CH2:7][O:8][C:9]1[CH:14]=[CH:13][C:12]([Cl:15])=[CH:11][C:10]=1[C:16]#[C:17][C:18]1[CH:23]=[CH:22][CH:21]=[C:20]([S:24]([CH2:27]CC)(=[O:26])=[O:25])[CH:19]=1)([CH3:4])([CH3:3])[CH3:2].[C:31](OC(=O)COC1C=CC(Cl)=CC=1C#C)(C)(C)C.IC1C=C(S(C)(=O)=O)C=CC=1C, predict the reaction product. The product is: [C:1]([O:5][C:6](=[O:30])[CH2:7][O:8][C:9]1[CH:14]=[CH:13][C:12]([Cl:15])=[CH:11][C:10]=1[C:16]#[C:17][C:18]1[CH:19]=[C:20]([S:24]([CH3:27])(=[O:26])=[O:25])[CH:21]=[CH:22][C:23]=1[CH3:31])([CH3:4])([CH3:2])[CH3:3]. (6) Given the reactants C[N:2]=[C:3]=[O:4].[NH2:5][CH2:6][C:7]1[N:8]([CH2:21][CH:22]([CH3:24])[CH3:23])[C:9]2[C:18]3[CH:17]=[CH:16][CH:15]=[CH:14][C:13]=3[N:12]=[C:11]([NH2:19])[C:10]=2[N:20]=1.Cl[CH2:26]Cl, predict the reaction product. The product is: [NH2:19][C:11]1[C:10]2[N:20]=[C:7]([CH2:6][N:5]([CH3:26])[C:3]([NH2:2])=[O:4])[N:8]([CH2:21][CH:22]([CH3:24])[CH3:23])[C:9]=2[C:18]2[CH:17]=[CH:16][CH:15]=[CH:14][C:13]=2[N:12]=1. (7) Given the reactants [CH2:1]([O:3][C:4]([N:6]1[CH2:11][CH2:10][N:9](C(OC(C)(C)C)=O)[CH2:8][C@H:7]1[CH3:19])=[O:5])[CH3:2].C(O)(C(F)(F)F)=O, predict the reaction product. The product is: [CH2:1]([O:3][C:4]([N:6]1[CH2:11][CH2:10][NH:9][CH2:8][C@H:7]1[CH3:19])=[O:5])[CH3:2].